This data is from Reaction yield outcomes from USPTO patents with 853,638 reactions. The task is: Predict the reaction yield, written as a fraction of the theoretical maximum amount of product (1.0 means a 100% yield; for example, 0.34 means a 34% yield). The reactants are [CH3:1][O:2][C:3]1[CH:4]=[C:5]2[C:9](=[CH:10][CH:11]=1)[C:8](=[O:12])[CH2:7][CH2:6]2.C(=O)([O-])[OH:14].[Na+].ClC1C=CC=C(C(OO)=O)C=1. The catalyst is ClCCl. The product is [CH3:1][O:2][C:3]1[CH:4]=[C:5]2[C:9](=[CH:10][CH:11]=1)[O:14][C:8](=[O:12])[CH2:7][CH2:6]2. The yield is 0.800.